This data is from NCI-60 drug combinations with 297,098 pairs across 59 cell lines. The task is: Regression. Given two drug SMILES strings and cell line genomic features, predict the synergy score measuring deviation from expected non-interaction effect. (1) Synergy scores: CSS=25.5, Synergy_ZIP=4.32, Synergy_Bliss=5.41, Synergy_Loewe=3.79, Synergy_HSA=4.10. Drug 1: CC1OCC2C(O1)C(C(C(O2)OC3C4COC(=O)C4C(C5=CC6=C(C=C35)OCO6)C7=CC(=C(C(=C7)OC)O)OC)O)O. Cell line: A498. Drug 2: CCC1(CC2CC(C3=C(CCN(C2)C1)C4=CC=CC=C4N3)(C5=C(C=C6C(=C5)C78CCN9C7C(C=CC9)(C(C(C8N6C=O)(C(=O)OC)O)OC(=O)C)CC)OC)C(=O)OC)O.OS(=O)(=O)O. (2) Drug 1: C#CCC(CC1=CN=C2C(=N1)C(=NC(=N2)N)N)C3=CC=C(C=C3)C(=O)NC(CCC(=O)O)C(=O)O. Drug 2: COCCOC1=C(C=C2C(=C1)C(=NC=N2)NC3=CC=CC(=C3)C#C)OCCOC.Cl. Cell line: T-47D. Synergy scores: CSS=-2.88, Synergy_ZIP=2.52, Synergy_Bliss=3.44, Synergy_Loewe=-2.93, Synergy_HSA=-3.21.